This data is from Forward reaction prediction with 1.9M reactions from USPTO patents (1976-2016). The task is: Predict the product of the given reaction. (1) Given the reactants [CH3:1][C:2]1[O:6][C:5]([C:7]2[CH:12]=[CH:11][CH:10]=[CH:9][CH:8]=2)=[N:4][C:3]=1[CH2:13][O:14][C:15]1[CH:35]=[CH:34][C:18]([CH2:19][O:20][C:21]2[CH:26]=[CH:25][C:24]([CH2:27][CH2:28][C:29]([O:31]CC)=[O:30])=[CH:23][CH:22]=2)=[CH:17][CH:16]=1.O1CCCC1.[OH-].[Na+].Cl, predict the reaction product. The product is: [CH3:1][C:2]1[O:6][C:5]([C:7]2[CH:8]=[CH:9][CH:10]=[CH:11][CH:12]=2)=[N:4][C:3]=1[CH2:13][O:14][C:15]1[CH:16]=[CH:17][C:18]([CH2:19][O:20][C:21]2[CH:22]=[CH:23][C:24]([CH2:27][CH2:28][C:29]([OH:31])=[O:30])=[CH:25][CH:26]=2)=[CH:34][CH:35]=1. (2) Given the reactants [CH2:1]([NH:8][C@H:9]([CH3:16])[C:10]1[CH:15]=[CH:14][CH:13]=[CH:12][CH:11]=1)[C:2]1[CH:7]=[CH:6][CH:5]=[CH:4][CH:3]=1.C([Li])CCC.[O:22]1[C:26]2[CH:27]=[CH:28][C:29](/[CH:31]=[CH:32]/[C:33]([O:35][CH3:36])=[O:34])=[CH:30][C:25]=2[O:24][CH2:23]1.[Cl-].[NH4+], predict the reaction product. The product is: [O:22]1[C:26]2[CH:27]=[CH:28][C:29]([C@@H:31]([N:8]([CH2:1][C:2]3[CH:7]=[CH:6][CH:5]=[CH:4][CH:3]=3)[C@@H:9]([C:10]3[CH:15]=[CH:14][CH:13]=[CH:12][CH:11]=3)[CH3:16])[CH2:32][C:33]([O:35][CH3:36])=[O:34])=[CH:30][C:25]=2[O:24][CH2:23]1. (3) Given the reactants Cl[C:2]1[N:3]=[N+:4]([O-:12])[C:5]2[CH:11]=[CH:10][CH:9]=[CH:8][C:6]=2[N:7]=1.[Sn](CC)(CC)(CC)[CH2:14][CH3:15], predict the reaction product. The product is: [CH2:14]([C:2]1[N:3]=[N+:4]([O-:12])[C:5]2[CH:11]=[CH:10][CH:9]=[CH:8][C:6]=2[N:7]=1)[CH3:15]. (4) Given the reactants [N+:1]([C:4]1[CH:5]=[C:6]2[C:10](=[CH:11][CH:12]=1)[N:9]([C:13]([C:26]1[CH:31]=[CH:30][CH:29]=[CH:28][CH:27]=1)([C:20]1[CH:25]=[CH:24][CH:23]=[CH:22][CH:21]=1)[C:14]1[CH:19]=[CH:18][CH:17]=[CH:16][CH:15]=1)[N:8]=[C:7]2[C:32]1[CH:37]=[CH:36][N:35]=[CH:34][CH:33]=1)([O-])=O.CO.[H][H], predict the reaction product. The product is: [N:35]1[CH:36]=[CH:37][C:32]([C:7]2[C:6]3[C:10](=[CH:11][CH:12]=[C:4]([NH2:1])[CH:5]=3)[N:9]([C:13]([C:20]3[CH:21]=[CH:22][CH:23]=[CH:24][CH:25]=3)([C:26]3[CH:27]=[CH:28][CH:29]=[CH:30][CH:31]=3)[C:14]3[CH:19]=[CH:18][CH:17]=[CH:16][CH:15]=3)[N:8]=2)=[CH:33][CH:34]=1. (5) Given the reactants [C:1]1([CH:7]2[NH:12][CH2:11][CH2:10][N:9]([CH2:13][C:14]3[CH:19]=[CH:18][C:17]([C:20]4[CH:25]=[C:24]([CH3:26])[CH:23]=[CH:22][C:21]=4[Cl:27])=[CH:16][CH:15]=3)[CH2:8]2)[CH:6]=[CH:5][CH:4]=[CH:3][CH:2]=1.C(O[BH-](O[C:38](=O)[CH3:39])OC(=O)C)(=O)C.[Na+].[C:42](O)(=O)C, predict the reaction product. The product is: [CH:38]([N:12]1[CH2:11][CH2:10][N:9]([CH2:13][C:14]2[CH:19]=[CH:18][C:17]([C:20]3[CH:25]=[C:24]([CH3:26])[CH:23]=[CH:22][C:21]=3[Cl:27])=[CH:16][CH:15]=2)[CH2:8][CH:7]1[C:1]1[CH:2]=[CH:3][CH:4]=[CH:5][CH:6]=1)([CH3:39])[CH3:42].